Dataset: Full USPTO retrosynthesis dataset with 1.9M reactions from patents (1976-2016). Task: Predict the reactants needed to synthesize the given product. (1) Given the product [C:1]([O:5][C:6](=[O:23])[NH:7][C:8]1[NH:12][C:11]([CH2:13][S:14][C:15]2[CH:20]=[CH:19][C:18]([Cl:21])=[CH:17][C:16]=2[NH:22][S:33]([C:25]2[O:24][C:28]3[CH:29]=[CH:30][CH:31]=[CH:32][C:27]=3[CH:26]=2)(=[O:34])=[O:35])=[N:10][N:9]=1)([CH3:4])([CH3:2])[CH3:3], predict the reactants needed to synthesize it. The reactants are: [C:1]([O:5][C:6](=[O:23])[NH:7][C:8]1[NH:12][C:11]([CH2:13][S:14][C:15]2[CH:20]=[CH:19][C:18]([Cl:21])=[CH:17][C:16]=2[NH2:22])=[N:10][N:9]=1)([CH3:4])([CH3:3])[CH3:2].[O:24]1[C:28]2[CH:29]=[CH:30][CH:31]=[CH:32][C:27]=2[CH:26]=[C:25]1[S:33](Cl)(=[O:35])=[O:34]. (2) The reactants are: [Cl:1][C:2]1[CH:10]=[CH:9][C:8]([CH2:11][NH:12]C(=O)C(F)(F)F)=[CH:7][C:3]=1[C:4]([OH:6])=[O:5].Cl. Given the product [ClH:1].[NH2:12][CH2:11][C:8]1[CH:9]=[CH:10][C:2]([Cl:1])=[C:3]([CH:7]=1)[C:4]([OH:6])=[O:5], predict the reactants needed to synthesize it. (3) Given the product [C:5](/[CH:4]=[CH:3]/[C@H:2]([NH:1][S:23]([C:18]1[CH:19]=[CH:20][CH:21]=[CH:22][C:17]=1[O:16][C:15]([F:14])([F:27])[F:28])(=[O:25])=[O:24])[CH2:7][C:8]1[CH:13]=[CH:12][CH:11]=[CH:10][CH:9]=1)#[N:6], predict the reactants needed to synthesize it. The reactants are: [NH2:1][C@H:2]([CH2:7][C:8]1[CH:13]=[CH:12][CH:11]=[CH:10][CH:9]=1)/[CH:3]=[CH:4]/[C:5]#[N:6].[F:14][C:15]([F:28])([F:27])[O:16][C:17]1[CH:22]=[CH:21][CH:20]=[CH:19][C:18]=1[S:23](Cl)(=[O:25])=[O:24].Cl. (4) Given the product [C:1]([O:5][C:6](=[O:18])[NH:7][C:8]1[CH:13]=[CH:12][C:11]([CH:14]2[CH2:16][CH2:15]2)=[CH:10][C:9]=1[NH:17][C:22](=[O:21])[CH2:23][C:24]([C:26]1[CH:33]=[CH:32][CH:31]=[C:28]([C:29]#[N:30])[CH:27]=1)=[O:25])([CH3:4])([CH3:2])[CH3:3], predict the reactants needed to synthesize it. The reactants are: [C:1]([O:5][C:6](=[O:18])[NH:7][C:8]1[CH:13]=[CH:12][C:11]([CH:14]2[CH2:16][CH2:15]2)=[CH:10][C:9]=1[NH2:17])([CH3:4])([CH3:3])[CH3:2].CC1(C)[O:25][C:24]([C:26]2[CH:27]=[C:28]([CH:31]=[CH:32][CH:33]=2)[C:29]#[N:30])=[CH:23][C:22](=O)[O:21]1. (5) Given the product [Cl:12][C:4]1[N:3]=[C:2]([N:13]2[CH2:17][CH2:16][CH2:15][CH2:14]2)[C:7]([N+:8]([O-:10])=[O:9])=[C:6]([CH3:11])[CH:5]=1, predict the reactants needed to synthesize it. The reactants are: Cl[C:2]1[C:7]([N+:8]([O-:10])=[O:9])=[C:6]([CH3:11])[CH:5]=[C:4]([Cl:12])[N:3]=1.[NH:13]1[CH2:17][CH2:16][CH2:15][CH2:14]1.O. (6) Given the product [Br:13][C:10]1[CH:9]=[CH:8][C:7]([CH2:6][C:5]([S:15]([C:18]2[CH:19]=[CH:20][C:21]([O:24][CH3:25])=[CH:22][CH:23]=2)(=[O:17])=[O:16])([CH3:14])[C:4]([OH:26])=[O:3])=[CH:12][CH:11]=1, predict the reactants needed to synthesize it. The reactants are: C([O:3][C:4](=[O:26])[C:5]([S:15]([C:18]1[CH:23]=[CH:22][C:21]([O:24][CH3:25])=[CH:20][CH:19]=1)(=[O:17])=[O:16])([CH3:14])[CH2:6][C:7]1[CH:12]=[CH:11][C:10]([Br:13])=[CH:9][CH:8]=1)C.C(OC(=O)C(S(C1C=CC(OC)=CC=1)(=O)=O)C)C.BrC1C=CC(CBr)=CC=1. (7) The reactants are: [I:1][C:2]1[CH:7]=[CH:6][C:5]([CH2:8][CH:9]([NH:11][C:12]2[CH:17]=[CH:16][CH:15]=[C:14]([O:18][CH:19]([CH3:21])[CH3:20])[CH:13]=2)[CH3:10])=[CH:4][CH:3]=1.[H-].[Na+].[CH3:24]I.O. Given the product [I:1][C:2]1[CH:3]=[CH:4][C:5]([CH2:8][CH:9]([N:11]([CH3:24])[C:12]2[CH:17]=[CH:16][CH:15]=[C:14]([O:18][CH:19]([CH3:21])[CH3:20])[CH:13]=2)[CH3:10])=[CH:6][CH:7]=1, predict the reactants needed to synthesize it. (8) Given the product [OH:29][C@H:8]([C:5]1[CH:6]=[N:7][C:2]([CH3:33])=[CH:3][CH:4]=1)[CH2:9][NH:10][CH2:11][CH2:12][C:13]1[CH:18]=[CH:17][C:16]([C:19]2[CH:24]=[CH:23][C:22]([C:25]([O:27][CH3:28])=[O:26])=[CH:21][CH:20]=2)=[CH:15][CH:14]=1, predict the reactants needed to synthesize it. The reactants are: Cl[C:2]1[N:7]=[CH:6][C:5]([C@@H:8]([OH:29])[CH2:9][NH:10][CH2:11][CH2:12][C:13]2[CH:18]=[CH:17][C:16]([C:19]3[CH:24]=[CH:23][C:22]([C:25]([O:27][CH3:28])=[O:26])=[CH:21][CH:20]=3)=[CH:15][CH:14]=2)=[CH:4][CH:3]=1.[Cl-].C[Zn+].[C:33](=O)(O)[O-].[Na+].